This data is from Catalyst prediction with 721,799 reactions and 888 catalyst types from USPTO. The task is: Predict which catalyst facilitates the given reaction. Reactant: C([O:3][C:4](=[O:25])/[CH:5]=[CH:6]/[C:7]([N:9]1[C:14]2[CH:15]=[CH:16][CH:17]=[C:18]([CH:19]([CH3:21])[CH3:20])[C:13]=2[O:12][CH:11]([CH:22]([CH3:24])[CH3:23])[CH2:10]1)=[O:8])C.[OH-].[Na+]. Product: [CH:22]([CH:11]1[CH2:10][N:9]([C:7](=[O:8])/[CH:6]=[CH:5]/[C:4]([OH:25])=[O:3])[C:14]2[CH:15]=[CH:16][CH:17]=[C:18]([CH:19]([CH3:21])[CH3:20])[C:13]=2[O:12]1)([CH3:24])[CH3:23]. The catalyst class is: 5.